Predict the product of the given reaction. From a dataset of Forward reaction prediction with 1.9M reactions from USPTO patents (1976-2016). (1) Given the reactants [Cl:1][C:2]1[CH:3]=[C:4]([CH2:9][C:10]#[N:11])[CH:5]=[CH:6][C:7]=1[Cl:8].C([Li])CCC.[CH3:17][S:18][C:19]1[CH:20]=[C:21]([CH:24]=[CH:25][CH:26]=1)[CH:22]=[O:23].C(O)(=O)C, predict the reaction product. The product is: [Cl:1][C:2]1[CH:3]=[C:4]([CH:9]([CH:22]([OH:23])[C:21]2[CH:24]=[CH:25][CH:26]=[C:19]([S:18][CH3:17])[CH:20]=2)[C:10]#[N:11])[CH:5]=[CH:6][C:7]=1[Cl:8]. (2) Given the reactants [CH3:1][C:2]1[CH:7]=[CH:6][CH:5]=[CH:4][C:3]=1[C:8]1[CH:13]=[CH:12][CH:11]=[C:10]([S:14]([NH:17][C:18]2[CH:22]=[CH:21][S:20][C:19]=2[C:23]([O:25]C)=[O:24])(=[O:16])=[O:15])[CH:9]=1.[OH-].[Na+].CO, predict the reaction product. The product is: [CH3:1][C:2]1[CH:7]=[CH:6][CH:5]=[CH:4][C:3]=1[C:8]1[CH:13]=[CH:12][CH:11]=[C:10]([S:14]([NH:17][C:18]2[CH:22]=[CH:21][S:20][C:19]=2[C:23]([OH:25])=[O:24])(=[O:15])=[O:16])[CH:9]=1.